This data is from Forward reaction prediction with 1.9M reactions from USPTO patents (1976-2016). The task is: Predict the product of the given reaction. (1) Given the reactants Br[C:2]1[CH:23]=[CH:22][C:5]2[C:6]3[N:7]=[C:8]([C:14]4[N:15]([CH:19]([CH3:21])[CH3:20])[CH:16]=[CH:17][N:18]=4)[S:9][C:10]=3[CH2:11][CH2:12][O:13][C:4]=2[CH:3]=1.[O:24]1[CH2:29][CH2:28][CH2:27][CH2:26][CH:25]1[O:30][CH2:31][CH2:32][N:33]1[CH:37]=[C:36](B2OC(C)(C)C(C)(C)O2)[CH:35]=[N:34]1, predict the reaction product. The product is: [CH:19]([N:15]1[CH:16]=[CH:17][N:18]=[C:14]1[C:8]1[S:9][C:10]2[CH2:11][CH2:12][O:13][C:4]3[CH:3]=[C:2]([C:36]4[CH:35]=[N:34][N:33]([CH2:32][CH2:31][O:30][CH:25]5[CH2:26][CH2:27][CH2:28][CH2:29][O:24]5)[CH:37]=4)[CH:23]=[CH:22][C:5]=3[C:6]=2[N:7]=1)([CH3:21])[CH3:20]. (2) Given the reactants [Cl:1][C:2]1[C:3]([CH3:18])=[C:4]([CH:15]=[CH:16][N:17]=1)[C:5](N(C)C1C=CC=CC=1)=[O:6].CC(C[AlH]CC(C)C)C.C(C(C(C([O-])=O)O)O)([O-])=O.[Na+].[K+], predict the reaction product. The product is: [Cl:1][C:2]1[C:3]([CH3:18])=[C:4]([CH:5]=[O:6])[CH:15]=[CH:16][N:17]=1. (3) Given the reactants [H][H].[CH2:3]([NH2:5])[CH3:4].[CH2:6]([O:13][C:14]1[N:22]=[C:21]2[C:17]([N:18]=[CH:19][N:20]2[C@@H:23]2[O:35][C@H:34]([CH2:36][O:37]C(=O)C)[C@@H:29]([O:30]C(=O)C)[C@H:24]2[O:25]C(=O)C)=[C:16](Cl)[N:15]=1)[C:7]1[CH:12]=[CH:11][CH:10]=[CH:9][CH:8]=1, predict the reaction product. The product is: [CH2:6]([O:13][C:14]1[N:15]=[C:16]([NH:5][CH2:3][CH3:4])[C:17]2[N:18]=[CH:19][N:20]([C:21]=2[N:22]=1)[C@@H:23]1[O:35][C@H:34]([CH2:36][OH:37])[C@@H:29]([OH:30])[C@H:24]1[OH:25])[C:7]1[CH:8]=[CH:9][CH:10]=[CH:11][CH:12]=1. (4) Given the reactants [CH3:1][S:2](Cl)(=[O:4])=[O:3].[C:6]([O:10][C:11]([N:13]1[CH2:18][CH2:17][NH:16][CH2:15][CH2:14]1)=[O:12])([CH3:9])([CH3:8])[CH3:7].C(N(CC)CC)C.O, predict the reaction product. The product is: [CH3:1][S:2]([N:16]1[CH2:15][CH2:14][N:13]([C:11]([O:10][C:6]([CH3:9])([CH3:8])[CH3:7])=[O:12])[CH2:18][CH2:17]1)(=[O:4])=[O:3].